The task is: Predict the reactants needed to synthesize the given product.. This data is from Full USPTO retrosynthesis dataset with 1.9M reactions from patents (1976-2016). (1) The reactants are: [Cl:1][C:2]1[CH:7]=[C:6]([N:8]=[C:9]=[S:10])[CH:5]=[C:4]([Cl:11])[C:3]=1[C:12]1[CH:17]=[CH:16][N:15]=[C:14]([O:18][CH3:19])[CH:13]=1.[N:20]#[C:21][NH2:22].[Na].[CH3:24]I. Given the product [Cl:1][C:2]1[CH:7]=[C:6]([NH:8][CH:9]([S:10][CH3:24])[NH:20][C:21]#[N:22])[CH:5]=[C:4]([Cl:11])[C:3]=1[C:12]1[CH:17]=[CH:16][N:15]=[C:14]([O:18][CH3:19])[CH:13]=1, predict the reactants needed to synthesize it. (2) Given the product [CH3:52][C:49]1([CH3:51])[C:48]([CH3:53])([CH3:54])[O:47][B:46]([C:56]([C:58]2[CH:59]=[CH:60][C:61]([C:64]([F:65])([F:66])[F:67])=[CH:62][CH:63]=2)=[CH2:57])[O:50]1, predict the reactants needed to synthesize it. The reactants are: C(C1C=CC=C(C(C)C)C=1N1C=CN(C2C(C(C)C)=CC=CC=2C(C)C)C1[Cu]Cl)(C)C.CC(C)([O-])C.[Na+].[CH3:53][C:48]1([CH3:54])[C:49]([CH3:52])([CH3:51])[O:50][B:46]([B:46]2[O:50][C:49]([CH3:52])([CH3:51])[C:48]([CH3:54])([CH3:53])[O:47]2)[O:47]1.[C:56]([C:58]1[CH:63]=[CH:62][C:61]([C:64]([F:67])([F:66])[F:65])=[CH:60][CH:59]=1)#[CH:57].CO. (3) Given the product [C:29]([O:28][C:27](=[O:33])[NH:26][CH2:25][CH:23]1[CH2:22][N:21]([C:2]2[CH:7]=[CH:6][C:5]([S:8](=[O:10])(=[O:9])[NH:11][C:12]3[S:13][CH:14]=[CH:15][N:16]=3)=[CH:4][CH:3]=2)[CH2:24]1)([CH3:32])([CH3:30])[CH3:31], predict the reactants needed to synthesize it. The reactants are: Br[C:2]1[CH:7]=[CH:6][C:5]([S:8]([NH:11][C:12]2[S:13][CH:14]=[CH:15][N:16]=2)(=[O:10])=[O:9])=[CH:4][CH:3]=1.C(O)(=O)C.[NH:21]1[CH2:24][CH:23]([CH2:25][NH:26][C:27](=[O:33])[O:28][C:29]([CH3:32])([CH3:31])[CH3:30])[CH2:22]1.CC(C)([O-])C.[Na+].C1(C2C=CC=CC=2)C=CC=CC=1P(C(C)(C)C)C(C)(C)C. (4) Given the product [CH3:1][S:2]([C:5]1[CH:6]=[CH:7][C:8]([CH2:11][C:12]([O:14][CH3:16])=[O:13])=[CH:9][CH:10]=1)(=[O:3])=[O:4], predict the reactants needed to synthesize it. The reactants are: [CH3:1][S:2]([C:5]1[CH:10]=[CH:9][C:8]([CH2:11][C:12]([OH:14])=[O:13])=[CH:7][CH:6]=1)(=[O:4])=[O:3].[Si](C=[N+]=[N-])(C)(C)[CH3:16].C(O)(=O)C. (5) Given the product [N:9]1([C:13]([C:15]2[N:20]=[CH:19][C:18]([O:21][C:22]3[CH:23]=[C:24]([CH:28]=[C:29]([O:31][C@H:32]4[CH2:36][CH2:35][O:34][CH2:33]4)[CH:30]=3)[C:25]([NH:37][C:38]3[CH:43]=[N:42][CH:41]=[CH:40][N:39]=3)=[O:27])=[CH:17][CH:16]=2)=[O:14])[CH2:12][CH2:11][CH2:10]1, predict the reactants needed to synthesize it. The reactants are: ClC(N(C)C)=C(C)C.[N:9]1([C:13]([C:15]2[N:20]=[CH:19][C:18]([O:21][C:22]3[CH:23]=[C:24]([CH:28]=[C:29]([O:31][C@H:32]4[CH2:36][CH2:35][O:34][CH2:33]4)[CH:30]=3)[C:25]([OH:27])=O)=[CH:17][CH:16]=2)=[O:14])[CH2:12][CH2:11][CH2:10]1.[NH2:37][C:38]1[CH:43]=[N:42][CH:41]=[CH:40][N:39]=1.N1C=CC=CC=1.